Dataset: Full USPTO retrosynthesis dataset with 1.9M reactions from patents (1976-2016). Task: Predict the reactants needed to synthesize the given product. (1) Given the product [CH3:1][N:2]1[CH2:3][CH2:4][N:5]([C:8]2[N:9]=[CH:10][C:11]([NH2:14])=[CH:12][N:13]=2)[CH2:6][CH2:7]1, predict the reactants needed to synthesize it. The reactants are: [CH3:1][N:2]1[CH2:7][CH2:6][N:5]([C:8]2[N:13]=[CH:12][C:11]([N+:14]([O-])=O)=[CH:10][N:9]=2)[CH2:4][CH2:3]1.C(O)(=O)C. (2) Given the product [F:19][C:20]([F:25])([F:24])[C:21]([OH:23])=[O:22].[CH3:16][C:13]1[N:14]=[CH:15][C:10]2[CH2:9][NH:8][CH2:18][CH2:17][C:11]=2[N:12]=1, predict the reactants needed to synthesize it. The reactants are: C(OC([N:8]1[CH2:18][CH2:17][C:11]2[N:12]=[C:13]([CH3:16])[N:14]=[CH:15][C:10]=2[CH2:9]1)=O)(C)(C)C.[F:19][C:20]([F:25])([F:24])[C:21]([OH:23])=[O:22].